From a dataset of Forward reaction prediction with 1.9M reactions from USPTO patents (1976-2016). Predict the product of the given reaction. (1) Given the reactants [Br:1][C:2]1[CH:11]=[CH:10][C:5]([C:6](=O)[CH2:7]Br)=[CH:4][CH:3]=1.[C:12]([NH2:15])(=[O:14])[CH3:13], predict the reaction product. The product is: [Br:1][C:2]1[CH:11]=[CH:10][C:5]([C:6]2[N:15]=[C:12]([CH3:13])[O:14][CH:7]=2)=[CH:4][CH:3]=1. (2) Given the reactants [C:1]([C-:3]1[CH:7]=[CH:6][CH:5]=[CH:4]1)#[CH:2].[CH-:8]1[CH:12]=[CH:11][CH:10]=[CH:9]1.[Fe+2:13].I[C:15]1[CH:20]=[CH:19][C:18](I)=[CH:17][CH:16]=1.[CH:22]1C=C[C:23](P([C:35]2[CH:40]=[CH:39][CH:38]=[CH:37]C=2)[C:39]2[CH:40]=[CH:35]C=[CH:37][CH:38]=2)=[CH:22][CH:23]=1, predict the reaction product. The product is: [C-:3]1([C:1]#[C:2][C:15]2[CH:20]=[CH:19][C:18]([C:22]#[C:23][C-:8]3[CH:12]=[CH:11][CH:10]=[CH:9]3)=[CH:17][CH:16]=2)[CH:7]=[CH:6][CH:5]=[CH:4]1.[CH-:37]1[CH:38]=[CH:39][CH:40]=[CH:35]1.[Fe+2:13].[CH-:3]1[CH:7]=[CH:6][CH:5]=[CH:4]1.[Fe+2:13]. (3) Given the reactants Cl.[CH3:2][O:3][C:4]1[CH:5]=[C:6]([C:12]2[C:13]([CH3:25])([CH3:24])[C:14](=[O:23])[N:15]([CH:17]3[CH2:22][CH2:21][NH:20][CH2:19][CH2:18]3)[N:16]=2)[CH:7]=[CH:8][C:9]=1[O:10][CH3:11].[Cl:26][C:27]1[CH:35]=[C:34]([Cl:36])[CH:33]=[C:32]([Cl:37])[C:28]=1[C:29](Cl)=[O:30], predict the reaction product. The product is: [CH3:2][O:3][C:4]1[CH:5]=[C:6]([C:12]2[C:13]([CH3:25])([CH3:24])[C:14](=[O:23])[N:15]([CH:17]3[CH2:22][CH2:21][N:20]([C:29]([C:28]4[C:32]([Cl:37])=[CH:33][C:34]([Cl:36])=[CH:35][C:27]=4[Cl:26])=[O:30])[CH2:19][CH2:18]3)[N:16]=2)[CH:7]=[CH:8][C:9]=1[O:10][CH3:11].